This data is from Reaction yield outcomes from USPTO patents with 853,638 reactions. The task is: Predict the reaction yield, written as a fraction of the theoretical maximum amount of product (1.0 means a 100% yield; for example, 0.34 means a 34% yield). (1) The reactants are [CH2:1]([N:8]1[CH2:12][C@@H:11]([C:13]2[CH:18]=[CH:17][C:16]([Cl:19])=[C:15]([F:20])[CH:14]=2)[C@H:10](C(O)=O)[CH2:9]1)[C:2]1[CH:7]=[CH:6][CH:5]=[CH:4][CH:3]=1.CC[N:26]([CH:30](C)C)C(C)C.C1(P(N=[N+]=[N-])(C2C=CC=CC=2)=[O:40])C=CC=CC=1.[C:50]([OH:54])([CH3:53])([CH3:52])[CH3:51]. No catalyst specified. The product is [C:50]([O:54][C:30](=[O:40])[NH:26][C@H:10]1[C@H:11]([C:13]2[CH:18]=[CH:17][C:16]([Cl:19])=[C:15]([F:20])[CH:14]=2)[CH2:12][N:8]([CH2:1][C:2]2[CH:3]=[CH:4][CH:5]=[CH:6][CH:7]=2)[CH2:9]1)([CH3:53])([CH3:52])[CH3:51]. The yield is 0.470. (2) The reactants are P(Cl)(Cl)([Cl:3])=O.[CH3:6][C:7]1[N+:8]([O-])=[C:9]([C:13]2[CH:18]=[CH:17][C:16]([C:19]([F:22])([F:21])[F:20])=[CH:15][CH:14]=2)[O:10][C:11]=1[CH3:12]. The catalyst is ClCCl. The product is [Cl:3][CH2:6][C:7]1[N:8]=[C:9]([C:13]2[CH:18]=[CH:17][C:16]([C:19]([F:22])([F:21])[F:20])=[CH:15][CH:14]=2)[O:10][C:11]=1[CH3:12]. The yield is 0.150.